Dataset: Full USPTO retrosynthesis dataset with 1.9M reactions from patents (1976-2016). Task: Predict the reactants needed to synthesize the given product. (1) The reactants are: [NH:1]([CH2:8][CH2:9][OH:10])[C:2]1[CH:7]=[CH:6][CH:5]=[CH:4][CH:3]=1.CCO.[OH-].[Na+].Cl[CH2:17][C:18](Cl)=[O:19]. Given the product [C:2]1([N:1]2[CH2:8][CH2:9][O:10][CH2:17][C:18]2=[O:19])[CH:7]=[CH:6][CH:5]=[CH:4][CH:3]=1, predict the reactants needed to synthesize it. (2) Given the product [NH2:1][C:4]1[CH:5]=[N:6][N:7]([CH2:9][CH2:10][CH2:11][NH:12][C:13](=[O:19])[O:14][C:15]([CH3:17])([CH3:16])[CH3:18])[CH:8]=1, predict the reactants needed to synthesize it. The reactants are: [N+:1]([C:4]1[CH:5]=[N:6][N:7]([CH2:9][CH2:10][CH2:11][NH:12][C:13](=[O:19])[O:14][C:15]([CH3:18])([CH3:17])[CH3:16])[CH:8]=1)([O-])=O.